Predict which catalyst facilitates the given reaction. From a dataset of Catalyst prediction with 721,799 reactions and 888 catalyst types from USPTO. (1) Reactant: [F:1][C:2]1[CH:10]=[C:9]([NH:11][CH:12]2[CH2:17][CH2:16][NH:15][CH2:14][CH2:13]2)[CH:8]=[CH:7][C:3]=1[C:4]([NH2:6])=[O:5].[C:18](O[BH-](OC(=O)C)OC(=O)C)(=O)C.[Na+].C(O)(=O)C.CN1CCC(=O)CC1.[OH-].[Na+]. The catalyst class is: 26. Product: [F:1][C:2]1[CH:10]=[C:9]([NH:11][CH:12]2[CH2:17][CH2:16][N:15]([CH3:18])[CH2:14][CH2:13]2)[CH:8]=[CH:7][C:3]=1[C:4]([NH2:6])=[O:5]. (2) Reactant: [C:1](=[O:12])(OC(Cl)(Cl)Cl)OC(Cl)(Cl)Cl.[NH2:13][C:14]1[CH:15]=[C:16]([CH:33]=[CH:34][C:35]=1[F:36])[O:17][C:18]1[N:23]=[C:22]2[S:24][C:25]([NH:27][C:28]([CH:30]3[CH2:32][CH2:31]3)=[O:29])=[N:26][C:21]2=[CH:20][CH:19]=1.C(N(CC)CC)C.[F:44][C:45]([F:54])([F:53])[C:46]1[N:51]=[CH:50][C:49]([NH2:52])=[CH:48][CH:47]=1. The catalyst class is: 54. Product: [F:36][C:35]1[CH:34]=[CH:33][C:16]([O:17][C:18]2[N:23]=[C:22]3[S:24][C:25]([NH:27][C:28]([CH:30]4[CH2:32][CH2:31]4)=[O:29])=[N:26][C:21]3=[CH:20][CH:19]=2)=[CH:15][C:14]=1[NH:13][C:1](=[O:12])[NH:52][C:49]1[CH:50]=[N:51][C:46]([C:45]([F:54])([F:44])[F:53])=[CH:47][CH:48]=1.